This data is from NCI-60 drug combinations with 297,098 pairs across 59 cell lines. The task is: Regression. Given two drug SMILES strings and cell line genomic features, predict the synergy score measuring deviation from expected non-interaction effect. (1) Synergy scores: CSS=6.92, Synergy_ZIP=-2.15, Synergy_Bliss=2.05, Synergy_Loewe=-12.5, Synergy_HSA=1.14. Drug 2: C1CN(P(=O)(OC1)NCCCl)CCCl. Cell line: SK-OV-3. Drug 1: CC1C(C(CC(O1)OC2CC(CC3=C2C(=C4C(=C3O)C(=O)C5=C(C4=O)C(=CC=C5)OC)O)(C(=O)C)O)N)O.Cl. (2) Drug 1: CC1=C(C(=CC=C1)Cl)NC(=O)C2=CN=C(S2)NC3=CC(=NC(=N3)C)N4CCN(CC4)CCO. Drug 2: CNC(=O)C1=NC=CC(=C1)OC2=CC=C(C=C2)NC(=O)NC3=CC(=C(C=C3)Cl)C(F)(F)F. Cell line: MDA-MB-435. Synergy scores: CSS=3.99, Synergy_ZIP=-0.816, Synergy_Bliss=-0.334, Synergy_Loewe=1.63, Synergy_HSA=-0.445. (3) Drug 1: COC1=C(C=C2C(=C1)N=CN=C2NC3=CC(=C(C=C3)F)Cl)OCCCN4CCOCC4. Drug 2: C1=NC(=NC(=O)N1C2C(C(C(O2)CO)O)O)N. Cell line: EKVX. Synergy scores: CSS=30.4, Synergy_ZIP=-3.25, Synergy_Bliss=0.515, Synergy_Loewe=-1.27, Synergy_HSA=-0.00188. (4) Synergy scores: CSS=3.57, Synergy_ZIP=-1.98, Synergy_Bliss=-1.20, Synergy_Loewe=-6.01, Synergy_HSA=-1.42. Cell line: NCI/ADR-RES. Drug 1: C1=CC(=C2C(=C1NCCNCCO)C(=O)C3=C(C=CC(=C3C2=O)O)O)NCCNCCO. Drug 2: CC12CCC3C(C1CCC2OP(=O)(O)O)CCC4=C3C=CC(=C4)OC(=O)N(CCCl)CCCl.[Na+]. (5) Drug 1: CC12CCC(CC1=CCC3C2CCC4(C3CC=C4C5=CN=CC=C5)C)O. Drug 2: C1=CN(C(=O)N=C1N)C2C(C(C(O2)CO)O)O.Cl. Cell line: OVCAR-8. Synergy scores: CSS=41.5, Synergy_ZIP=0.682, Synergy_Bliss=2.84, Synergy_Loewe=-10.8, Synergy_HSA=3.69. (6) Drug 1: CC12CCC3C(C1CCC2=O)CC(=C)C4=CC(=O)C=CC34C. Drug 2: CC=C1C(=O)NC(C(=O)OC2CC(=O)NC(C(=O)NC(CSSCCC=C2)C(=O)N1)C(C)C)C(C)C. Cell line: U251. Synergy scores: CSS=95.8, Synergy_ZIP=-1.98, Synergy_Bliss=-1.22, Synergy_Loewe=-2.21, Synergy_HSA=0.429.